This data is from Forward reaction prediction with 1.9M reactions from USPTO patents (1976-2016). The task is: Predict the product of the given reaction. (1) The product is: [CH:1]1([N:7]2[CH2:13][C:12]([CH3:14])([CH3:15])[C:11](=[O:16])[N:10]([CH3:17])[C:9]3[CH:18]=[N:19][C:20]([NH:22][C:23]4[CH:31]=[CH:30][C:26]([C:27]([NH:41][CH:38]5[CH2:39][CH2:40][N:35]([CH3:34])[CH2:36][CH2:37]5)=[O:29])=[CH:25][C:24]=4[O:32][CH3:33])=[N:21][C:8]2=3)[CH2:6][CH2:5][CH2:4][CH2:3][CH2:2]1. Given the reactants [CH:1]1([N:7]2[CH2:13][C:12]([CH3:15])([CH3:14])[C:11](=[O:16])[N:10]([CH3:17])[C:9]3[CH:18]=[N:19][C:20]([NH:22][C:23]4[CH:31]=[CH:30][C:26]([C:27]([OH:29])=O)=[CH:25][C:24]=4[O:32][CH3:33])=[N:21][C:8]2=3)[CH2:6][CH2:5][CH2:4][CH2:3][CH2:2]1.[CH3:34][N:35]1[CH2:40][CH2:39][CH:38]([NH2:41])[CH2:37][CH2:36]1.CCN(C(C)C)C(C)C.CN(C(ON1N=NC2C=CC=NC1=2)=[N+](C)C)C.F[P-](F)(F)(F)(F)F, predict the reaction product. (2) Given the reactants [C:1](Cl)(=[O:4])[CH2:2][CH3:3].CCN(C(C)C)C(C)C.[Cl:15][C:16]1[CH:17]=[C:18]([C:23]2([C:37]([F:40])([F:39])[F:38])[O:27][N:26]=[C:25]([C:28]3[S:32][C:31]([CH:33]([NH2:35])[CH3:34])=[C:30]([CH3:36])[CH:29]=3)[CH2:24]2)[CH:19]=[C:20]([Cl:22])[CH:21]=1, predict the reaction product. The product is: [Cl:15][C:16]1[CH:17]=[C:18]([C:23]2([C:37]([F:39])([F:38])[F:40])[O:27][N:26]=[C:25]([C:28]3[S:32][C:31]([CH:33]([NH:35][C:1](=[O:4])[CH2:2][CH3:3])[CH3:34])=[C:30]([CH3:36])[CH:29]=3)[CH2:24]2)[CH:19]=[C:20]([Cl:22])[CH:21]=1. (3) Given the reactants Cl.[CH3:2][NH:3][CH2:4][C:5]1[C:14]2[C:9](=[CH:10][CH:11]=[CH:12][CH:13]=2)[CH:8]=[CH:7][CH:6]=1.[Cl:15][CH2:16]/[CH:17]=[CH:18]/[C:19]#[C:20][C:21]([CH3:24])([CH3:23])[CH3:22].[OH-].[Na+].N, predict the reaction product. The product is: [CH3:22][C:21]([C:20]#[C:19]/[CH:18]=[CH:17]/[CH2:16][N:3]([CH2:4][C:5]1[CH:6]=[CH:7][CH:8]=[C:9]2[CH:10]=[CH:11][CH:12]=[CH:13][C:14]=12)[CH3:2])([CH3:24])[CH3:23].[ClH:15]. (4) Given the reactants Br[CH:2]([CH3:9])[C:3](=O)[C:4]([O:6][CH3:7])=[O:5].[C:10](=[S:14])([NH2:13])[CH2:11][CH3:12], predict the reaction product. The product is: [CH2:11]([C:10]1[S:14][C:2]([CH3:9])=[C:3]([C:4]([O:6][CH3:7])=[O:5])[N:13]=1)[CH3:12].